Dataset: Full USPTO retrosynthesis dataset with 1.9M reactions from patents (1976-2016). Task: Predict the reactants needed to synthesize the given product. (1) Given the product [Cl:28][C:21]1[N:20]=[C:19]([NH:2][C@H:3]([CH2:8][C:9]([O:11][CH3:12])=[O:10])[C:4]([O:6][CH3:7])=[O:5])[C:24]([N+:25]([O-:27])=[O:26])=[CH:23][CH:22]=1, predict the reactants needed to synthesize it. The reactants are: Cl.[NH2:2][C@H:3]([CH2:8][C:9]([O:11][CH3:12])=[O:10])[C:4]([O:6][CH3:7])=[O:5].C(=O)(O)[O-].[Na+].Cl[C:19]1[C:24]([N+:25]([O-:27])=[O:26])=[CH:23][CH:22]=[C:21]([Cl:28])[N:20]=1. (2) Given the product [CH2:26]([C:16]1[C:17]2[C:18]([NH2:23])=[CH:19][CH:20]=[CH:21][C:22]=2[N:14]([CH2:13][C:12]2[N:8]([CH2:7][C:6]3[CH:5]=[CH:4][C:3]([O:2][CH3:1])=[CH:29][CH:28]=3)[N:9]=[CH:10][CH:11]=2)[N:15]=1)[CH3:27], predict the reactants needed to synthesize it. The reactants are: [CH3:1][O:2][C:3]1[CH:29]=[CH:28][C:6]([CH2:7][N:8]2[C:12]([CH2:13][N:14]3[C:22]4[C:17](=[C:18]([N+:23]([O-])=O)[CH:19]=[CH:20][CH:21]=4)[C:16]([CH:26]=[CH2:27])=[N:15]3)=[CH:11][CH:10]=[N:9]2)=[CH:5][CH:4]=1.